Dataset: Reaction yield outcomes from USPTO patents with 853,638 reactions. Task: Predict the reaction yield, written as a fraction of the theoretical maximum amount of product (1.0 means a 100% yield; for example, 0.34 means a 34% yield). (1) The reactants are [OH:1][CH2:2][C:3]1[CH:4]=[C:5]([S:9][C:10]2[CH:11]=[C:12]([CH:15]=[CH:16][N:17]=2)[C:13]#[N:14])[CH:6]=[CH:7][CH:8]=1.[OH:18][C:19]1[C:24]([CH3:25])=[C:23](O)[CH:22]=[CH:21][C:20]=1[C:27](=[O:29])[CH3:28]. No catalyst specified. The product is [C:27]([C:20]1[CH:21]=[CH:22][C:23]([O:1][CH2:2][C:3]2[CH:4]=[C:5]([S:9][C:10]3[CH:11]=[C:12]([CH:15]=[CH:16][N:17]=3)[C:13]#[N:14])[CH:6]=[CH:7][CH:8]=2)=[C:24]([CH3:25])[C:19]=1[OH:18])(=[O:29])[CH3:28]. The yield is 0.520. (2) The reactants are [F:1][CH:2]([F:38])[C:3]1[N:7]([C:8]2[N:13]=[C:12]([N:14]3[CH2:19][CH2:18][O:17][CH2:16][CH2:15]3)[N:11]=[C:10]([O:20][CH:21]3[CH2:26][CH2:25][N:24]([S:27]([CH:30]=[CH2:31])(=[O:29])=[O:28])[CH2:23][CH2:22]3)[N:9]=2)[C:6]2[CH:32]=[CH:33][CH:34]=[C:35]([O:36][CH3:37])[C:5]=2[N:4]=1.[NH:39]1[CH2:44][CH2:43][O:42][CH2:41][CH2:40]1. No catalyst specified. The product is [F:38][CH:2]([F:1])[C:3]1[N:7]([C:8]2[N:13]=[C:12]([N:14]3[CH2:15][CH2:16][O:17][CH2:18][CH2:19]3)[N:11]=[C:10]([O:20][CH:21]3[CH2:22][CH2:23][N:24]([S:27]([CH2:30][CH2:31][N:39]4[CH2:44][CH2:43][O:42][CH2:41][CH2:40]4)(=[O:29])=[O:28])[CH2:25][CH2:26]3)[N:9]=2)[C:6]2[CH:32]=[CH:33][CH:34]=[C:35]([O:36][CH3:37])[C:5]=2[N:4]=1. The yield is 0.810. (3) The product is [C:36]([C:31]1[CH:32]=[C:33]2[C:28](=[C:29]([F:40])[CH:30]=1)[C:27](=[O:41])[N:26]([C:7]1[C:6]([CH2:5][OH:4])=[C:11]([C:12]3[CH:17]=[C:16]([NH:18][C:19]4[CH:23]=[CH:22][NH:21][N:20]=4)[C:15](=[O:24])[N:14]([CH3:25])[CH:13]=3)[CH:10]=[CH:9][N:8]=1)[N:35]=[CH:34]2)([CH3:39])([CH3:37])[CH3:38]. The yield is 0.0700. The reactants are C([O:4][CH2:5][C:6]1[C:7]([N:26]2[N:35]=[CH:34][C:33]3[C:28](=[C:29]([F:40])[CH:30]=[C:31]([C:36]([CH3:39])([CH3:38])[CH3:37])[CH:32]=3)[C:27]2=[O:41])=[N:8][CH:9]=[CH:10][C:11]=1[C:12]1[CH:17]=[C:16]([NH:18][C:19]2[CH:23]=[CH:22][NH:21][N:20]=2)[C:15](=[O:24])[N:14]([CH3:25])[CH:13]=1)(=O)C.O.[OH-].[Li+]. The catalyst is C1COCC1.C(O)(C)C.O. (4) The reactants are [NH:1]1[CH:5]=[C:4]([C:6]([O:8][CH2:9][CH3:10])=[O:7])[CH:3]=[N:2]1.[H-].[Na+].Br[CH2:14][CH2:15][CH:16]1[O:20][CH2:19][CH2:18][O:17]1.[CH3:21]N(C=O)C. No catalyst specified. The product is [O:17]1[CH2:18][CH2:19][O:20][CH:16]1[CH2:15][CH2:14][CH2:21][N:1]1[CH:5]=[C:4]([C:6]([O:8][CH2:9][CH3:10])=[O:7])[CH:3]=[N:2]1. The yield is 0.590. (5) The reactants are Br[C:2]1[CH:14]=[CH:13][C:5]([CH2:6][N:7]2[CH2:12][CH2:11][O:10][CH2:9][CH2:8]2)=[CH:4][CH:3]=1.[B:15]1([B:15]2[O:19][C:18]([CH3:21])([CH3:20])[C:17]([CH3:23])([CH3:22])[O:16]2)[O:19][C:18]([CH3:21])([CH3:20])[C:17]([CH3:23])([CH3:22])[O:16]1.C([O-])(=O)C.[K+]. The catalyst is CN(C=O)C.C(OCC)(=O)C.C1C=CC(P(C2C=CC=CC=2)[C-]2C=CC=C2)=CC=1.C1C=CC(P(C2C=CC=CC=2)[C-]2C=CC=C2)=CC=1.Cl[Pd]Cl.[Fe+2]. The product is [CH3:22][C:17]1([CH3:23])[C:18]([CH3:21])([CH3:20])[O:19][B:15]([C:2]2[CH:14]=[CH:13][C:5]([CH2:6][N:7]3[CH2:12][CH2:11][O:10][CH2:9][CH2:8]3)=[CH:4][CH:3]=2)[O:16]1. The yield is 0.840. (6) The reactants are [Cl:1][C:2]1[N:7]=[CH:6][C:5]([CH2:8][OH:9])=[C:4]([NH:10][CH3:11])[CH:3]=1. The catalyst is C(Cl)Cl.O=[Mn]=O. The product is [Cl:1][C:2]1[CH:3]=[C:4]([NH:10][CH3:11])[C:5]([CH:8]=[O:9])=[CH:6][N:7]=1. The yield is 0.870. (7) The reactants are C1C=CC(P(C2C=CC=CC=2)C2C=CC=CC=2)=CC=1.II.[CH2:22]([O:29][N:30]1[C:36](=[O:37])[N:35]2[CH2:38][C@H:31]1[CH2:32][CH2:33][C@H:34]2[C:39]([NH:41][NH:42][C:43](=O)[CH2:44][C:45]1([NH:48][C:49](=[O:55])[O:50][C:51]([CH3:54])([CH3:53])[CH3:52])[CH2:47][CH2:46]1)=[O:40])[C:23]1[CH:28]=[CH:27][CH:26]=[CH:25][CH:24]=1. The catalyst is C(Cl)Cl. The product is [CH2:22]([O:29][N:30]1[C:36](=[O:37])[N:35]2[CH2:38][C@H:31]1[CH2:32][CH2:33][C@H:34]2[C:39]1[O:40][C:43]([CH2:44][C:45]2([NH:48][C:49](=[O:55])[O:50][C:51]([CH3:52])([CH3:53])[CH3:54])[CH2:47][CH2:46]2)=[N:42][N:41]=1)[C:23]1[CH:28]=[CH:27][CH:26]=[CH:25][CH:24]=1. The yield is 0.870. (8) The reactants are [OH:1][C:2]1[CH:3]=[C:4]([S:8][C:9]([CH3:15])([CH3:14])[C:10]([O:12][CH3:13])=[O:11])[CH:5]=[CH:6][CH:7]=1.[N+:16]([C:19]1[CH:24]=[CH:23][CH:22]=[CH:21][C:20]=1C1OC(CO)=CC=1)([O-:18])=[O:17].[CH3:44][CH:43]([O:42][C:40](/N=N/[C:40]([O:42][CH:43]([CH3:45])[CH3:44])=O)=O)[CH3:45].[C:46]1(P(C2C=CC=CC=2)C2C=CC=CC=2)C=CC=CC=1. The catalyst is C1COCC1. The product is [N+:16]([C:19]1[CH:24]=[CH:23][C:22]([C:40]2[O:42][C:43]([CH2:44][O:1][C:2]3[CH:3]=[C:4]([S:8][C:9]([CH3:15])([CH3:14])[C:10]([O:12][CH3:13])=[O:11])[CH:5]=[CH:6][CH:7]=3)=[CH:45][CH:46]=2)=[CH:21][CH:20]=1)([O-:18])=[O:17]. The yield is 0.160.